Dataset: Experimentally validated miRNA-target interactions with 360,000+ pairs, plus equal number of negative samples. Task: Binary Classification. Given a miRNA mature sequence and a target amino acid sequence, predict their likelihood of interaction. (1) The miRNA is hsa-miR-1296-5p with sequence UUAGGGCCCUGGCUCCAUCUCC. The protein sequence of the target gene is MAANATTNPSQLLPLELVDKCIGSRIHIVMKSDKEIVGTLLGFDDFVNMVLEDVTEFEITPEGRRITKLDQILLNGNNITMLVPGGEGPEV. Result: 0 (no interaction). (2) The miRNA is hsa-miR-93-5p with sequence CAAAGUGCUGUUCGUGCAGGUAG. The protein sequence of the target gene is MEFAELIKTPRVDNVVLHRPFYPAVEGTLCLTGHHLILSSRQDNTEELWLLHSNIDAIDKRFVGSLGTIIIKCKDFRIIQLDIPGMEECLNIASSIEALSTLDSITLMYPFFYRPMFEVIEDGWHSFLPEQEFELYSSATSEWRLSYVNKEFAVCPSYPPIVTVPKSIDDEALRKVATFRHGGRFPVLSYYHKKNGMVIMRSGQPLTGTNGRRCKEDEKLINATLRAGKRGYIIDTRSLNVAQQTRAKGGGFEQEAHYPQWRRIHKSIERYHILQESLIKLVEACNDQTHNMDRWLSKLE.... Result: 1 (interaction). (3) The miRNA is hsa-miR-766-5p with sequence AGGAGGAAUUGGUGCUGGUCUU. The protein sequence of the target gene is MSETDHIASTSSDKNVGKTPELKEDSCNLFSGNESSKLENESKLLSLNTDKTLCQPNEHNNRIEAQENYIPDHGGGEDSCAKTDTGSENSEQIANFPSGNFAKHISKTNETEQKVTQILVELRSSTFPESANEKTYSESPYDTDCTKKFISKIKSVSASEDLLEEIESELLSTEFAEHRVPNGMNKGEHALVLFEKCVQDKYLQQEHIIKKLIKENKKHQELFVDICSEKDNLREELKKRTETEKQHMNTIKQLESRIEELNKEVKASRDQLIAQDVTAKNAVQQLHKEMAQRMEQANKK.... Result: 0 (no interaction). (4) The miRNA is hsa-miR-6795-5p with sequence UGGGGGGACAGGAUGAGAGGCUGU. The protein sequence of the target gene is MWRAGRAAVACEVCQSLVKHSSGIQRNVPLQKLHLVSRSIYRSHHPALKLQRPQLRTPFQQFSSLTHLSLHKLKLSPIKYGYQPRRNFWPARLAARLLKLRYIILGSAVGGGYTAKKTFDEWKDMIPDLSDYKWIVPDFIWEIDEYIDLEKIRKALPSSEDLASLAPDLDKITESLSLLKDFFTAGSPGETAFRATDHGSESDKHYRKVSDKEKIDQLQEELLHTQLKYQRILERLEKENKELRKLVLQKDDKGIHHRKLKKSLIDMYSEVLDVLSDYDASYNTQDHLPRVVVVGDQSAG.... Result: 0 (no interaction). (5) The miRNA is hsa-miR-376c-3p with sequence AACAUAGAGGAAAUUCCACGU. The protein sequence of the target gene is MAKPTSKDSGLKEKFKILLGLGTSRPNPRCAEGKQTEFIITAEILRELSGECGLNNRIRMIGQICDVAKTKKLEEHAVEALWKAVSDLLQPERPPEARHAVLALLKAIVQGQGDRLGVLRALFFKVIKDYPSNEDLHERLEVFKALTDNGRHITYLEEELAEFVLQWMDVGLSSEFLLVLVNLVKFNSCYLDEYIAPMVHMICLLCIRTVSSVDIEVSLQVLDAVVCYNCLPAESLPLFIITLCRTVNVKELCEPCWKLMRNLLGTHLGHSAIYNMCRIMENRSYMEDAPLLRGAVFFVG.... Result: 0 (no interaction).